From a dataset of Merck oncology drug combination screen with 23,052 pairs across 39 cell lines. Regression. Given two drug SMILES strings and cell line genomic features, predict the synergy score measuring deviation from expected non-interaction effect. (1) Synergy scores: synergy=25.9. Cell line: UWB1289. Drug 1: NC(=O)c1cccc2cn(-c3ccc(C4CCCNC4)cc3)nc12. Drug 2: O=C(NOCC(O)CO)c1ccc(F)c(F)c1Nc1ccc(I)cc1F. (2) Cell line: VCAP. Drug 1: Nc1ccn(C2OC(CO)C(O)C2(F)F)c(=O)n1. Drug 2: CC(C)CC(NC(=O)C(Cc1ccccc1)NC(=O)c1cnccn1)B(O)O. Synergy scores: synergy=-4.35. (3) Drug 1: N#Cc1ccc(Cn2cncc2CN2CCN(c3cccc(Cl)c3)C(=O)C2)cc1. Drug 2: NC1(c2ccc(-c3nc4ccn5c(=O)[nH]nc5c4cc3-c3ccccc3)cc2)CCC1. Cell line: LNCAP. Synergy scores: synergy=20.2.